Dataset: Forward reaction prediction with 1.9M reactions from USPTO patents (1976-2016). Task: Predict the product of the given reaction. (1) Given the reactants P(Cl)(Cl)(Cl)(Cl)[Cl:2].[Br:7][CH2:8][C:9](=[O:17])[C:10](=[N:14][O:15][CH3:16])[C:11](O)=[O:12], predict the reaction product. The product is: [Br:7][CH2:8][C:9](=[O:17])[C:10](=[N:14][O:15][CH3:16])[C:11]([Cl:2])=[O:12]. (2) Given the reactants [CH3:1][O:2][C:3]([C@H:5]1[CH2:10][CH2:9][C@H:8]([C:11](=S)[NH2:12])[CH2:7][CH2:6]1)=[O:4].[C:14]([NH2:17])(=[S:16])[CH3:15].II, predict the reaction product. The product is: [CH3:1][O:2][C:3]([C@H:5]1[CH2:10][CH2:9][C@H:8]([C:11]2[N:17]=[C:14]([CH3:15])[S:16][N:12]=2)[CH2:7][CH2:6]1)=[O:4]. (3) Given the reactants [Br:1][C:2]1[CH:7]=[CH:6][C:5](I)=[CH:4][CH:3]=1.[CH2:9]([N:11]1[CH2:16][CH2:15][NH:14][CH2:13][CH2:12]1)[CH3:10].[I-].P([O-])([O-])([O-])=O.[K+].[K+].[K+], predict the reaction product. The product is: [Br:1][C:2]1[CH:7]=[CH:6][C:5]([N:14]2[CH2:15][CH2:16][N:11]([CH2:9][CH3:10])[CH2:12][CH2:13]2)=[CH:4][CH:3]=1. (4) Given the reactants Cl[C:2]1[N:7]=[C:6]([NH:8][C:9]([C:11]2([C:14]3[CH:24]=[CH:23][C:17]4[O:18][C:19]([F:22])([F:21])[O:20][C:16]=4[CH:15]=3)[CH2:13][CH2:12]2)=[O:10])[CH:5]=[C:4]([CH3:25])[C:3]=1[CH3:26].[CH3:27][O:28][C:29]1[N:34]=[C:33]([CH3:35])[C:32](B2OC(C)(C)C(C)(C)O2)=[CH:31][CH:30]=1.C([O-])([O-])=O.[Na+].[Na+], predict the reaction product. The product is: [F:21][C:19]1([F:22])[O:18][C:17]2[CH:23]=[CH:24][C:14]([C:11]3([C:9]([NH:8][C:6]4[N:7]=[C:2]([C:32]5[C:33]([CH3:35])=[N:34][C:29]([O:28][CH3:27])=[CH:30][CH:31]=5)[C:3]([CH3:26])=[C:4]([CH3:25])[CH:5]=4)=[O:10])[CH2:13][CH2:12]3)=[CH:15][C:16]=2[O:20]1. (5) Given the reactants [I:1][C:2]1[CH:3]=[C:4]2[C:9](=[CH:10][CH:11]=1)[C:8](=[O:12])[NH:7][C:6](=[O:13])/[C:5]/2=[CH:14]\[NH:15][C:16]1[CH:21]=[CH:20][C:19]([N:22]2[CH2:27][CH2:26][NH:25][CH2:24][CH2:23]2)=[CH:18][CH:17]=1.C(O[BH-](OC(=O)C)OC(=O)C)(=O)C.[Na+].[CH:42]1([CH:45]=O)[CH2:44][CH2:43]1.C(O)(=O)C.C(=O)(O)[O-].[Na+], predict the reaction product. The product is: [CH:42]1([CH2:45][N:25]2[CH2:24][CH2:23][N:22]([C:19]3[CH:18]=[CH:17][C:16]([NH:15]/[CH:14]=[C:5]4\[C:6](=[O:13])[NH:7][C:8](=[O:12])[C:9]5[C:4]\4=[CH:3][C:2]([I:1])=[CH:11][CH:10]=5)=[CH:21][CH:20]=3)[CH2:27][CH2:26]2)[CH2:44][CH2:43]1. (6) Given the reactants Cl[C:2]1[N:7]=[C:6]([C:8]2[C:9]([C:17]3[CH:18]=[C:19]([NH:23][C:24](=[O:33])[C:25]4[C:30]([F:31])=[CH:29][CH:28]=[CH:27][C:26]=4[F:32])[CH:20]=[CH:21][CH:22]=3)=[N:10][N:11]3[CH:16]=[CH:15][CH:14]=[CH:13][C:12]=23)[CH:5]=[CH:4][N:3]=1.[CH3:34][C:35]1[N:36]=CO[C:39]=1[C:40]1[CH:41]=[C:42]([CH:44]=[CH:45][CH:46]=1)[NH2:43].Cl, predict the reaction product. The product is: [NH2:36][CH:35]1[CH2:39][C:40]2[C:46](=[CH:45][CH:44]=[C:42]([NH:43][C:2]3[N:7]=[C:6]([C:8]4[C:9]([C:17]5[CH:18]=[C:19]([NH:23][C:24](=[O:33])[C:25]6[C:30]([F:31])=[CH:29][CH:28]=[CH:27][C:26]=6[F:32])[CH:20]=[CH:21][CH:22]=5)=[N:10][N:11]5[CH:16]=[CH:15][CH:14]=[CH:13][C:12]=45)[CH:5]=[CH:4][N:3]=3)[CH:41]=2)[CH2:34]1. (7) Given the reactants C([O:8][C:9]1[CH:18]=[C:17]2[C:12]([C:13]([O:19][C:20]3[CH:25]=[CH:24][C:23]([NH:26][C:27](=[O:34])[C:28]4[CH:33]=[CH:32][CH:31]=[CH:30][CH:29]=4)=[CH:22][CH:21]=3)=[N:14][CH:15]=[N:16]2)=[CH:11][C:10]=1[O:35][CH3:36])C1C=CC=CC=1, predict the reaction product. The product is: [OH:8][C:9]1[CH:18]=[C:17]2[C:12]([C:13]([O:19][C:20]3[CH:25]=[CH:24][C:23]([NH:26][C:27](=[O:34])[C:28]4[CH:33]=[CH:32][CH:31]=[CH:30][CH:29]=4)=[CH:22][CH:21]=3)=[N:14][CH:15]=[N:16]2)=[CH:11][C:10]=1[O:35][CH3:36]. (8) Given the reactants [C:1]([O:5][C:6]([N:8]1[CH2:12][C@@H:11]([CH2:13][N:14]([CH:31]([CH3:33])[CH3:32])[C:15](=[O:30])[C:16]2[CH:21]=[CH:20][C:19]([O:22][CH3:23])=[C:18]([O:24][CH2:25][CH2:26][CH2:27][O:28][CH3:29])[CH:17]=2)[C@H:10]([NH2:34])[CH2:9]1)=[O:7])([CH3:4])([CH3:3])[CH3:2].C([ClH][C:39](=[O:48])[CH:40]([C:42]1[CH:47]=[CH:46][CH:45]=[CH:44][CH:43]=1)[OH:41])(=O)C.C(Cl)Cl.C[OH:53].[CH3:54][C:55]#N.O, predict the reaction product. The product is: [C:1]([O:5][C:6]([N:8]1[CH2:12][C@@H:11]([CH2:13][N:14]([CH:31]([CH3:32])[CH3:33])[C:15](=[O:30])[C:16]2[CH:21]=[CH:20][C:19]([O:22][CH3:23])=[C:18]([O:24][CH2:25][CH2:26][CH2:27][O:28][CH3:29])[CH:17]=2)[C@H:10]([NH:34][C:39](=[O:48])[CH:40]([O:41][C:55](=[O:53])[CH3:54])[C:42]2[CH:43]=[CH:44][CH:45]=[CH:46][CH:47]=2)[CH2:9]1)=[O:7])([CH3:3])([CH3:4])[CH3:2].